The task is: Predict the reactants needed to synthesize the given product.. This data is from Full USPTO retrosynthesis dataset with 1.9M reactions from patents (1976-2016). (1) The reactants are: [O:1]1[C:5]2[CH:6]=[CH:7][C:8]([NH:10][C:11](=[O:34])[NH:12][C:13]3[N:17]([C:18]4[CH:19]=[C:20]([CH2:24][C:25](OCC)=[O:26])[CH:21]=[CH:22][CH:23]=4)[N:16]=[C:15]([C:30]([CH3:33])([CH3:32])[CH3:31])[CH:14]=3)=[CH:9][C:4]=2[O:3][CH2:2]1.[NH3:35]. Given the product [NH2:35][C:25](=[O:26])[CH2:24][C:20]1[CH:19]=[C:18]([N:17]2[C:13]([NH:12][C:11]([NH:10][C:8]3[CH:7]=[CH:6][C:5]4[O:1][CH2:2][O:3][C:4]=4[CH:9]=3)=[O:34])=[CH:14][C:15]([C:30]([CH3:31])([CH3:32])[CH3:33])=[N:16]2)[CH:23]=[CH:22][CH:21]=1, predict the reactants needed to synthesize it. (2) Given the product [F:1][C:2]1[CH:3]=[C:4]([N:9]2[CH:14]=[CH:13][C:12](=[O:15])[C:11]([CH2:16][C:17]3[CH:22]=[CH:21][CH:20]=[C:19]([C:23]4[N:28]=[CH:27][C:26]([O:29][CH2:31][CH:32]5[CH2:37][O:36][CH2:35][CH2:34][O:33]5)=[CH:25][N:24]=4)[CH:18]=3)=[N:10]2)[CH:5]=[CH:6][C:7]=1[F:8], predict the reactants needed to synthesize it. The reactants are: [F:1][C:2]1[CH:3]=[C:4]([N:9]2[CH:14]=[CH:13][C:12](=[O:15])[C:11]([CH2:16][C:17]3[CH:22]=[CH:21][CH:20]=[C:19]([C:23]4[N:28]=[CH:27][C:26]([OH:29])=[CH:25][N:24]=4)[CH:18]=3)=[N:10]2)[CH:5]=[CH:6][C:7]=1[F:8].I[CH2:31][CH:32]1[CH2:37][O:36][CH2:35][CH2:34][O:33]1.FC(F)(CN1CCOCC1)COC1C=NC(C2C=C(C=CC=2)CC2C(=O)C=CN(C3C=NN(C)C=3)N=2)=NC=1. (3) Given the product [CH2:10]([N:7]1[CH2:8][CH2:9][CH:5]([C:3]([NH2:19])=[O:2])[CH2:6]1)[C:11]1[CH:16]=[CH:15][CH:14]=[CH:13][CH:12]=1, predict the reactants needed to synthesize it. The reactants are: C[O:2][C:3]([CH:5]1[CH2:9][CH2:8][N:7]([CH2:10][C:11]2[CH:16]=[CH:15][CH:14]=[CH:13][CH:12]=2)[CH2:6]1)=O.C([NH2:19])=O.C[O-].[Na+].[Na]. (4) Given the product [F:12][C:5]1[CH:4]=[CH:3][C:2]([B:16]2[O:17][C:18]([CH3:20])([CH3:19])[C:14]([CH3:30])([CH3:13])[O:15]2)=[CH:11][C:6]=1[C:7]([O:9][CH3:10])=[O:8], predict the reactants needed to synthesize it. The reactants are: Br[C:2]1[CH:3]=[CH:4][C:5]([F:12])=[C:6]([CH:11]=1)[C:7]([O:9][CH3:10])=[O:8].[CH3:13][C:14]1([CH3:30])[C:18]([CH3:20])([CH3:19])[O:17][B:16]([B:16]2[O:17][C:18]([CH3:20])([CH3:19])[C:14]([CH3:30])([CH3:13])[O:15]2)[O:15]1.C(Cl)Cl.CC([O-])=O.[K+]. (5) Given the product [Cl:1][C:2]1[C:7]([N:8]2[CH2:13][CH2:12][N:11]([C:14]([C:16]3[C:17]([C:22]4[CH:27]=[CH:26][CH:25]=[CH:24][C:23]=4[OH:28])=[N:18][O:19][C:20]=3[CH3:21])=[O:15])[CH2:10][CH2:9]2)=[CH:6][C:5]([NH:30][C:31](=[O:41])[C:32]2[CH:37]=[CH:36][C:35]([N:38]([CH3:39])[CH3:40])=[CH:34][CH:33]=2)=[C:4]([N+:42]([O-:44])=[O:43])[CH:3]=1, predict the reactants needed to synthesize it. The reactants are: [Cl:1][C:2]1[C:7]([N:8]2[CH2:13][CH2:12][N:11]([C:14]([C:16]3[C:17]([C:22]4[CH:27]=[CH:26][CH:25]=[CH:24][C:23]=4[O:28]C)=[N:18][O:19][C:20]=3[CH3:21])=[O:15])[CH2:10][CH2:9]2)=[CH:6][C:5]([NH:30][C:31](=[O:41])[C:32]2[CH:37]=[CH:36][C:35]([N:38]([CH3:40])[CH3:39])=[CH:34][CH:33]=2)=[C:4]([N+:42]([O-:44])=[O:43])[CH:3]=1.B(Br)(Br)Br. (6) Given the product [F:36][C:33]([C@@H:32]1[N:37]2[C:49]3[C:48]4[C:43](=[CH:44][CH:45]=[CH:46][CH:47]=4)[N:42]=[CH:41][C:40]=3[N:39]=[C:38]2[CH2:50][O:30][CH2:31]1)([CH3:35])[CH3:34], predict the reactants needed to synthesize it. The reactants are: ClC1C=NC2C(C=1[N+]([O-])=O)=CC=CC=2.N[C@@H](C(F)(C)C)CO.[Si]([O:30][CH2:31][C@H:32]([N:37]1[C:49]2[C:48]3[CH:47]=[CH:46][CH:45]=[CH:44][C:43]=3[N:42]=[CH:41][C:40]=2[N:39]=[C:38]1[CH2:50]Cl)[C:33]([F:36])([CH3:35])[CH3:34])(C(C)(C)C)(C)C.[F-].C([N+](CCCC)(CCCC)CCCC)CCC. (7) Given the product [F:31][C:32]1[CH:58]=[C:57]([O:59][CH3:60])[CH:56]=[CH:55][C:33]=1[O:34][CH:35]1[CH2:36][CH2:37][N:38]([C:41]2[N:46]=[C:45]3[CH2:47][N:48]([CH3:1])[CH2:49][CH2:50][C:44]3=[N:43][C:42]=2[NH:51][CH:52]([CH3:54])[CH3:53])[CH2:39][CH2:40]1.[C:25]([OH:26])([C:27]([F:30])([F:29])[F:28])=[O:24], predict the reactants needed to synthesize it. The reactants are: [C:1](O[BH-](OC(=O)C)OC(=O)C)(=O)C.[Na+].CCN(C(C)C)C(C)C.[OH:24][C:25]([C:27]([F:30])([F:29])[F:28])=[O:26].[F:31][C:32]1[CH:58]=[C:57]([O:59][CH3:60])[CH:56]=[CH:55][C:33]=1[O:34][CH:35]1[CH2:40][CH2:39][N:38]([C:41]2[N:46]=[C:45]3[CH2:47][NH:48][CH2:49][CH2:50][C:44]3=[N:43][C:42]=2[NH:51][CH:52]([CH3:54])[CH3:53])[CH2:37][CH2:36]1.C=O. (8) Given the product [C:1]([N:8]1[CH2:13][CH2:12][CH2:11][CH:10]([O:14][S:23]([CH3:22])(=[O:25])=[O:24])[CH2:9]1)([O:3][C:4]([CH3:7])([CH3:6])[CH3:5])=[O:2], predict the reactants needed to synthesize it. The reactants are: [C:1]([N:8]1[CH2:13][CH2:12][CH2:11][CH:10]([OH:14])[CH2:9]1)([O:3][C:4]([CH3:7])([CH3:6])[CH3:5])=[O:2].C(N(CC)CC)C.[CH3:22][S:23](Cl)(=[O:25])=[O:24].Cl.